Dataset: NCI-60 drug combinations with 297,098 pairs across 59 cell lines. Task: Regression. Given two drug SMILES strings and cell line genomic features, predict the synergy score measuring deviation from expected non-interaction effect. (1) Drug 1: C1=CC(=C2C(=C1NCCNCCO)C(=O)C3=C(C=CC(=C3C2=O)O)O)NCCNCCO. Drug 2: CC1C(C(CC(O1)OC2CC(OC(C2O)C)OC3=CC4=CC5=C(C(=O)C(C(C5)C(C(=O)C(C(C)O)O)OC)OC6CC(C(C(O6)C)O)OC7CC(C(C(O7)C)O)OC8CC(C(C(O8)C)O)(C)O)C(=C4C(=C3C)O)O)O)O. Cell line: UO-31. Synergy scores: CSS=29.9, Synergy_ZIP=-8.45, Synergy_Bliss=2.85, Synergy_Loewe=-0.147, Synergy_HSA=3.80. (2) Drug 1: CC12CCC3C(C1CCC2O)C(CC4=C3C=CC(=C4)O)CCCCCCCCCS(=O)CCCC(C(F)(F)F)(F)F. Drug 2: CC(C)NC(=O)C1=CC=C(C=C1)CNNC.Cl. Cell line: UO-31. Synergy scores: CSS=-0.947, Synergy_ZIP=2.25, Synergy_Bliss=3.31, Synergy_Loewe=-0.235, Synergy_HSA=0.0512. (3) Synergy scores: CSS=8.57, Synergy_ZIP=-2.24, Synergy_Bliss=-3.92, Synergy_Loewe=-2.70, Synergy_HSA=-2.80. Drug 1: CS(=O)(=O)C1=CC(=C(C=C1)C(=O)NC2=CC(=C(C=C2)Cl)C3=CC=CC=N3)Cl. Drug 2: CC(C1=C(C=CC(=C1Cl)F)Cl)OC2=C(N=CC(=C2)C3=CN(N=C3)C4CCNCC4)N. Cell line: RXF 393. (4) Drug 1: CC1=C(C=C(C=C1)NC(=O)C2=CC=C(C=C2)CN3CCN(CC3)C)NC4=NC=CC(=N4)C5=CN=CC=C5. Drug 2: CC1=C2C(C(=O)C3(C(CC4C(C3C(C(C2(C)C)(CC1OC(=O)C(C(C5=CC=CC=C5)NC(=O)C6=CC=CC=C6)O)O)OC(=O)C7=CC=CC=C7)(CO4)OC(=O)C)O)C)OC(=O)C. Cell line: DU-145. Synergy scores: CSS=20.0, Synergy_ZIP=20.7, Synergy_Bliss=18.1, Synergy_Loewe=-29.2, Synergy_HSA=9.61. (5) Synergy scores: CSS=11.3, Synergy_ZIP=-2.09, Synergy_Bliss=2.04, Synergy_Loewe=5.09, Synergy_HSA=3.71. Drug 1: C1=CC(=CC=C1C#N)C(C2=CC=C(C=C2)C#N)N3C=NC=N3. Cell line: MCF7. Drug 2: C1CN(CCN1C(=O)CCBr)C(=O)CCBr. (6) Drug 1: C1CCN(CC1)CCOC2=CC=C(C=C2)C(=O)C3=C(SC4=C3C=CC(=C4)O)C5=CC=C(C=C5)O. Drug 2: CS(=O)(=O)C1=CC(=C(C=C1)C(=O)NC2=CC(=C(C=C2)Cl)C3=CC=CC=N3)Cl. Cell line: SK-OV-3. Synergy scores: CSS=0.403, Synergy_ZIP=-0.370, Synergy_Bliss=1.19, Synergy_Loewe=0.441, Synergy_HSA=0.105. (7) Drug 1: C1=CC(=CC=C1CCCC(=O)O)N(CCCl)CCCl. Drug 2: C(CN)CNCCSP(=O)(O)O. Cell line: SNB-19. Synergy scores: CSS=4.70, Synergy_ZIP=0.0314, Synergy_Bliss=7.80, Synergy_Loewe=-7.81, Synergy_HSA=1.45.